From a dataset of Choline transporter screen with 302,306 compounds. Binary Classification. Given a drug SMILES string, predict its activity (active/inactive) in a high-throughput screening assay against a specified biological target. The molecule is O=c1n2CC3CC(CN(C3)c3c([N+]([O-])=O)cc(cc3)C(=O)N3CCCC3)c2ccc1. The result is 0 (inactive).